Dataset: Catalyst prediction with 721,799 reactions and 888 catalyst types from USPTO. Task: Predict which catalyst facilitates the given reaction. (1) Reactant: [C:1]([O:5][C:6]([N:8]1[CH2:15][CH2:14][CH2:13][C@H:9]1[C:10](O)=[O:11])=[O:7])([CH3:4])([CH3:3])[CH3:2].[CH:16]1([N:22]=[C:23]=NC2CCCCC2)CCCCC1.ON1C(=O)CCC1=O. Product: [C:1]([O:5][C:6]([N:8]1[CH2:15][CH2:14][CH2:13][C@H:9]1[C:10]([N:22]([CH3:23])[CH3:16])=[O:11])=[O:7])([CH3:4])([CH3:3])[CH3:2]. The catalyst class is: 2. (2) Product: [CH3:1][N:2]([CH3:39])[CH2:3][C:4]([N:6]1[C:14]2[C:9](=[CH:10][C:11]([O:37][CH3:38])=[C:12]([NH:15][C:16]3[NH:21][C:20]4=[N:22][CH:23]=[CH:24][C:19]4=[C:18]([NH:25][C:26]4[CH:34]=[C:33]([F:35])[CH:32]=[C:31]([F:36])[C:27]=4[C:28]([NH:30][CH3:41])=[O:29])[N:17]=3)[CH:13]=2)[CH2:8][CH2:7]1)=[O:5]. The catalyst class is: 7. Reactant: [CH3:1][N:2]([CH3:39])[CH2:3][C:4]([N:6]1[C:14]2[C:9](=[CH:10][C:11]([O:37][CH3:38])=[C:12]([NH:15][C:16]3[NH:21][C:20]4=[N:22][CH:23]=[CH:24][C:19]4=[C:18]([NH:25][C:26]4[CH:34]=[C:33]([F:35])[CH:32]=[C:31]([F:36])[C:27]=4[C:28]([NH2:30])=[O:29])[N:17]=3)[CH:13]=2)[CH2:8][CH2:7]1)=[O:5].Cl[C:41]1N=C(NC2C=C(F)C=C(F)C=2C(N)=O)C2C=CN(S(C3C=CC(C)=CC=3)(=O)=O)C=2N=1.CN.CN(CC(N1C2C(=CC(OC)=C(N)C=2)CC1)=O)C. (3) Reactant: I[C:2]1[C:10]2[C:5](=[N:6][CH:7]=[N:8][C:9]=2[NH2:11])[N:4]([CH:12]([C:14]2[CH:15]=[C:16]3[N:21]([C:22]=2[C:23]2[CH:28]=[CH:27][CH:26]=[CH:25][N:24]=2)[CH:20]=[CH:19][CH:18]=[CH:17]3)[CH3:13])[N:3]=1.[OH:29][C:30]1[CH:31]=[C:32]([CH:35]=[C:36](B2OC(C)(C)C(C)(C)O2)[CH:37]=1)[C:33]#[N:34].CCO.C([O-])([O-])=O.[Na+].[Na+]. Product: [NH2:11][C:9]1[N:8]=[CH:7][N:6]=[C:5]2[N:4]([CH:12]([C:14]3[CH:15]=[C:16]4[N:21]([C:22]=3[C:23]3[CH:28]=[CH:27][CH:26]=[CH:25][N:24]=3)[CH:20]=[CH:19][CH:18]=[CH:17]4)[CH3:13])[N:3]=[C:2]([C:36]3[CH:35]=[C:32]([CH:31]=[C:30]([OH:29])[CH:37]=3)[C:33]#[N:34])[C:10]=12. The catalyst class is: 104. (4) Reactant: [C:1]([C:3]1([C:6]2[CH:7]=[C:8]([CH:29]=[CH:30][CH:31]=2)[C:9]([NH:11][C:12]2[CH:17]=[C:16]([O:18][C:19]3[CH:24]=[CH:23][C:22]([N+:25]([O-])=O)=[CH:21][N:20]=3)[CH:15]=[CH:14][C:13]=2[CH3:28])=[O:10])[CH2:5][CH2:4]1)#[N:2].[Cl-].[Ca+2].[Cl-].O. Product: [NH2:25][C:22]1[CH:23]=[CH:24][C:19]([O:18][C:16]2[CH:15]=[CH:14][C:13]([CH3:28])=[C:12]([NH:11][C:9](=[O:10])[C:8]3[CH:29]=[CH:30][CH:31]=[C:6]([C:3]4([C:1]#[N:2])[CH2:4][CH2:5]4)[CH:7]=3)[CH:17]=2)=[N:20][CH:21]=1. The catalyst class is: 8.